This data is from Full USPTO retrosynthesis dataset with 1.9M reactions from patents (1976-2016). The task is: Predict the reactants needed to synthesize the given product. Given the product [ClH:7].[ClH:7].[ClH:7].[CH3:39][N:35]1[C:36]2[C:31](=[CH:30][C:29]([O:28][CH2:27][CH2:26][CH2:25][N:17]([CH2:16][CH2:15][NH:14][CH3:13])[CH2:18][C:19]3[CH:24]=[CH:23][N:22]=[CH:21][CH:20]=3)=[CH:38][CH:37]=2)[CH:32]=[CH:33][C:34]1=[O:40], predict the reactants needed to synthesize it. The reactants are: C(OC(=O)C)C.[ClH:7].C(O[C:13](=O)[N:14](C)[CH2:15][CH2:16][N:17]([CH2:25][CH2:26][CH2:27][O:28][C:29]1[CH:30]=[C:31]2[C:36](=[CH:37][CH:38]=1)[N:35]([CH3:39])[C:34](=[O:40])[CH:33]=[CH:32]2)[CH2:18][C:19]1[CH:24]=[CH:23][N:22]=[CH:21][CH:20]=1)(C)(C)C.